Dataset: Catalyst prediction with 721,799 reactions and 888 catalyst types from USPTO. Task: Predict which catalyst facilitates the given reaction. Reactant: C(O[C:5](=[O:7])[CH3:6])(=O)C.[CH3:8][C:9]([CH3:53])([CH2:51][CH3:52])[CH2:10][C:11]1[N:12]=[C:13]([CH2:35][CH:36]([C:38]2[CH:43]=[CH:42][C:41]([C:44]3[CH:49]=[CH:48][C:47]([F:50])=[CH:46][N:45]=3)=[CH:40][CH:39]=2)[NH2:37])[N:14]([C:16]([C:29]2[CH:34]=[CH:33][CH:32]=[CH:31][CH:30]=2)([C:23]2[CH:28]=[CH:27][CH:26]=[CH:25][CH:24]=2)[C:17]2[CH:22]=[CH:21][CH:20]=[CH:19][CH:18]=2)[CH:15]=1. Product: [CH3:8][C:9]([CH3:53])([CH2:51][CH3:52])[CH2:10][C:11]1[N:12]=[C:13]([CH2:35][CH:36]([NH:37][C:5](=[O:7])[CH3:6])[C:38]2[CH:39]=[CH:40][C:41]([C:44]3[CH:49]=[CH:48][C:47]([F:50])=[CH:46][N:45]=3)=[CH:42][CH:43]=2)[N:14]([C:16]([C:29]2[CH:34]=[CH:33][CH:32]=[CH:31][CH:30]=2)([C:23]2[CH:28]=[CH:27][CH:26]=[CH:25][CH:24]=2)[C:17]2[CH:18]=[CH:19][CH:20]=[CH:21][CH:22]=2)[CH:15]=1. The catalyst class is: 4.